Task: Predict the reactants needed to synthesize the given product.. Dataset: Full USPTO retrosynthesis dataset with 1.9M reactions from patents (1976-2016) (1) The reactants are: [NH2:1][C@@H:2]([CH2:23][C:24]1[CH:29]=[CH:28][CH:27]=[CH:26][CH:25]=1)[C@H:3]([OH:22])[CH2:4][N:5](OC(CC)C)[S:6]([C:9]1[CH:14]=[CH:13][C:12]([O:15][CH3:16])=[CH:11][CH:10]=1)(=[O:8])=[O:7].[O:30]1[CH2:34][CH2:33][C@H:32]([O:35][C:36]([O:38]N2C(=O)CCC2=O)=O)[CH2:31]1.[CH:46](N(C(C)C)CC)(C)C.[CH2:55]1C[O:58][CH2:57][CH2:56]1. Given the product [CH2:23]([C@H:2]([NH:1][C:36](=[O:38])[O:35][C@H:32]1[CH2:33][CH2:34][O:30][CH2:31]1)[C@@H:3]([OH:22])[CH:4]([NH:5][S:6]([C:9]1[CH:14]=[CH:13][C:12]([O:15][CH3:16])=[CH:11][CH:10]=1)(=[O:7])=[O:8])[O:58][CH:57]([CH2:56][CH3:55])[CH3:46])[C:24]1[CH:25]=[CH:26][CH:27]=[CH:28][CH:29]=1, predict the reactants needed to synthesize it. (2) Given the product [C:1]([O:5][C:6]([N:8]([CH3:30])[C@H:9]([CH2:17][O:18][Si:19]([C:22]([CH3:25])([CH3:24])[CH3:23])([CH3:21])[CH3:20])[CH2:10][CH2:11][CH2:12][C:13]([O:15][CH3:16])=[O:14])=[O:7])([CH3:2])([CH3:4])[CH3:3], predict the reactants needed to synthesize it. The reactants are: [C:1]([O:5][C:6]([NH:8][C@H:9]([CH2:17][O:18][Si:19]([C:22]([CH3:25])([CH3:24])[CH3:23])([CH3:21])[CH3:20])[CH2:10][CH2:11][CH2:12][C:13]([O:15][CH3:16])=[O:14])=[O:7])([CH3:4])([CH3:3])[CH3:2].IC.[H-].[Na+].[CH3:30]COC(C)=O.